From a dataset of HIV replication inhibition screening data with 41,000+ compounds from the AIDS Antiviral Screen. Binary Classification. Given a drug SMILES string, predict its activity (active/inactive) in a high-throughput screening assay against a specified biological target. (1) The drug is CCCCSc1nc2c(O)nnc(O)c2n1Cc1ccccc1. The result is 0 (inactive). (2) The molecule is Cc1ccc(S(=O)(=O)O)cc1.N=C(NO)NN=Cc1cc(Br)cc(Br)c1O. The result is 0 (inactive). (3) The compound is N#CC(C#N)=Cc1ccccc1C(=O)O. The result is 0 (inactive). (4) The molecule is CCOC1OC(=O)C2C(c3ccc(Cl)cc3Cl)=NOC12. The result is 0 (inactive). (5) The drug is C[n+]1[se]c2ccccc2c1Cl. The result is 0 (inactive). (6) The drug is CC(=O)OCCCC(NC(=O)OC(C)(C)C)C(=O)NC(CCCOC(C)=O)C(=O)NC(Cc1ccc([N+](=O)[O-])cc1)C(=O)NCC(=O)OCc1ccccc1. The result is 0 (inactive). (7) The drug is COc1cc(N)c2[nH]c3c(C)ccc(C)c3c2c1. The result is 0 (inactive).